This data is from Forward reaction prediction with 1.9M reactions from USPTO patents (1976-2016). The task is: Predict the product of the given reaction. (1) Given the reactants [NH2:1][C:2]1[CH:3]=[C:4]([C:10]2[O:11][C:12]3[CH:18]=[C:17]([CH3:19])[CH:16]=[CH:15][C:13]=3[N:14]=2)[CH:5]=[CH:6][C:7]=1[O:8][CH3:9].[CH:20]1[C:25]([C:26]([OH:28])=[O:27])=[CH:24][C:23]2[C:29]([O:31][C:32](=O)[C:22]=2[CH:21]=1)=[O:30], predict the reaction product. The product is: [CH3:9][O:8][C:7]1[CH:6]=[CH:5][C:4]([C:10]2[O:11][C:12]3[CH:18]=[C:17]([CH3:19])[CH:16]=[CH:15][C:13]=3[N:14]=2)=[CH:3][C:2]=1[N:1]1[C:29](=[O:30])[C:23]2[C:22](=[CH:21][CH:20]=[C:25]([C:26]([OH:28])=[O:27])[CH:24]=2)[C:32]1=[O:31]. (2) Given the reactants ClC1C=C2C(=CC=1)NC(C(N[C@@H]1CC3C(=CC=CC=3)NC1=O)=O)=C2.[C:25]([CH2:29][N:30]1[C:40]2[C:35](=[CH:36][CH:37]=[CH:38][CH:39]=2)[CH2:34][C@@H:33]([NH:41][C:42]([C:44]2[NH:45][C:46]3[C:51]([CH:52]=2)=[CH:50][C:49]([Cl:53])=[CH:48][CH:47]=3)=[O:43])[C:31]1=[O:32])([O:27][CH3:28])=[O:26].C(OC(N[C@@H]1CC2C(=CC=CC=2)NC1=O)=O)(C)(C)C, predict the reaction product. The product is: [C:25]([CH2:29][N:30]1[C:40]2[C:35](=[CH:36][CH:37]=[CH:38][CH:39]=2)[CH2:34][C@H:33]([NH:41][C:42]([C:44]2[NH:45][C:46]3[C:51]([CH:52]=2)=[CH:50][C:49]([Cl:53])=[CH:48][CH:47]=3)=[O:43])[C:31]1=[O:32])([O:27][CH3:28])=[O:26]. (3) The product is: [CH:28]([OH:30])=[O:29].[CH3:1][C:2]1[CH:3]=[C:4]([NH:16][C:17]2[C:27]3[CH:26]=[C:25]([C:28]([N:31]4[CH2:35][CH2:34][CH2:33][CH2:32]4)=[O:29])[CH2:24][CH2:23][NH:22][C:21]=3[N:20]=[CH:19][N:18]=2)[CH:5]=[CH:6][C:7]=1[O:8][C:9]1[CH:10]=[N:11][C:12]([CH3:15])=[CH:13][CH:14]=1. Given the reactants [CH3:1][C:2]1[CH:3]=[C:4]([NH:16][C:17]2[C:27]3[CH:26]=[C:25]([C:28]([OH:30])=[O:29])[CH2:24][CH2:23][NH:22][C:21]=3[N:20]=[CH:19][N:18]=2)[CH:5]=[CH:6][C:7]=1[O:8][C:9]1[CH:10]=[N:11][C:12]([CH3:15])=[CH:13][CH:14]=1.[NH:31]1[CH2:35][CH2:34][CH2:33][CH2:32]1.ON1C2C=CC=CC=2N=N1.Cl.C(N=C=NCCCN(C)C)C, predict the reaction product. (4) Given the reactants CN(C)C=O.[F:6][C:7](I)([F:9])[F:8].[CH2:11]([N:15]1[C:19]([C:20]([O:22][CH2:23][CH3:24])=[O:21])=[C:18]([CH:25]=[O:26])[N:17]=[C:16]1[N:27]1[CH2:32][CH2:31][N:30]([C:33]([O:35][C:36]([CH3:39])([CH3:38])[CH3:37])=[O:34])[CH2:29][CH2:28]1)[C:12]#[C:13][CH3:14].[Cl-], predict the reaction product. The product is: [CH2:11]([N:15]1[C:19]([C:20]([O:22][CH2:23][CH3:24])=[O:21])=[C:18]([CH:25]([OH:26])[C:7]([F:9])([F:8])[F:6])[N:17]=[C:16]1[N:27]1[CH2:32][CH2:31][N:30]([C:33]([O:35][C:36]([CH3:37])([CH3:39])[CH3:38])=[O:34])[CH2:29][CH2:28]1)[C:12]#[C:13][CH3:14]. (5) Given the reactants [Br:1][C:2]1[C:3]([OH:10])=[C:4]([CH:7]=[CH:8][CH:9]=1)[CH:5]=O.Br[CH2:12][C:13]([C:15]1[CH:20]=[CH:19][C:18]([F:21])=[C:17]([F:22])[CH:16]=1)=[O:14], predict the reaction product. The product is: [Br:1][C:2]1[C:3]2[O:10][C:12]([C:13]([C:15]3[CH:20]=[CH:19][C:18]([F:21])=[C:17]([F:22])[CH:16]=3)=[O:14])=[CH:5][C:4]=2[CH:7]=[CH:8][CH:9]=1. (6) Given the reactants Br[C:2]1[CH:11]=[CH:10][C:9]2[C:4](=[CH:5][CH:6]=[C:7]([O:12][CH:13]3[CH2:18][CH2:17][CH:16]([C:19]([CH3:22])([CH3:21])[CH3:20])[CH2:15][CH2:14]3)[CH:8]=2)[CH:3]=1.C([Li])CCC.CCCCCC.Br[CH2:35][C:36]([O:38][CH2:39][CH3:40])=[O:37], predict the reaction product. The product is: [CH2:39]([O:38][C:36](=[O:37])[CH2:35][C:2]1[CH:11]=[CH:10][C:9]2[C:4](=[CH:5][CH:6]=[C:7]([O:12][CH:13]3[CH2:18][CH2:17][CH:16]([C:19]([CH3:22])([CH3:21])[CH3:20])[CH2:15][CH2:14]3)[CH:8]=2)[CH:3]=1)[CH3:40]. (7) Given the reactants [NH:1]1[CH:5]=[CH:4][N:3]=[C:2]1[CH:6]=[O:7].C([O-])([O-])=O.[K+].[K+].[CH2:14](Br)[C:15]1[CH:20]=[CH:19][CH:18]=[CH:17][CH:16]=1, predict the reaction product. The product is: [CH2:14]([N:1]1[CH:5]=[CH:4][N:3]=[C:2]1[CH:6]=[O:7])[C:15]1[CH:20]=[CH:19][CH:18]=[CH:17][CH:16]=1.